Dataset: KCNQ2 potassium channel screen with 302,405 compounds. Task: Binary Classification. Given a drug SMILES string, predict its activity (active/inactive) in a high-throughput screening assay against a specified biological target. (1) The drug is Clc1c(c(F)ccc1)/C=N\Nc1oc(nc1C#N)C. The result is 0 (inactive). (2) The drug is S(=O)(=O)(NCCc1cc(OC)c(OC)cc1)c1cc2c(N(C(=O)C3CC3)CC2)cc1. The result is 0 (inactive). (3) The drug is Fc1cc(n2nc(c(CNCc3ccc(OC)cc3)c2)c2oc(cc2)C)ccc1. The result is 0 (inactive). (4) The molecule is Fc1c(Cn2c3c(cc2/C=N\O)cccc3)cccc1. The result is 0 (inactive).